From a dataset of Full USPTO retrosynthesis dataset with 1.9M reactions from patents (1976-2016). Predict the reactants needed to synthesize the given product. Given the product [Cl:10][C:11]1[CH:16]=[CH:15][C:14]([C:2]2[N:7]=[CH:6][C:5]([NH2:8])=[CH:4][C:3]=2[CH3:9])=[CH:13][CH:12]=1, predict the reactants needed to synthesize it. The reactants are: Cl[C:2]1[N:7]=[CH:6][C:5]([NH2:8])=[CH:4][C:3]=1[CH3:9].[Cl:10][C:11]1[CH:16]=[CH:15][C:14](B(O)O)=[CH:13][CH:12]=1.[O-]P([O-])([O-])=O.[K+].[K+].[K+].